This data is from Forward reaction prediction with 1.9M reactions from USPTO patents (1976-2016). The task is: Predict the product of the given reaction. Given the reactants [CH3:1][O:2][C:3]1[N:8]=[C:7]([N+]([O-])=O)[C:6](N)=[CH:5][C:4]=1[CH3:13], predict the reaction product. The product is: [CH3:1][O:2][C:3]1[C:4]([CH3:13])=[CH:5][CH:6]=[CH:7][N:8]=1.